From a dataset of Full USPTO retrosynthesis dataset with 1.9M reactions from patents (1976-2016). Predict the reactants needed to synthesize the given product. (1) Given the product [CH3:27][O:26][C:21]1[CH:22]=[C:23]([O:24][CH3:25])[C:18]2[C:16](=[O:17])[C:15]3[S:4][C:3]4[CH:5]=[CH:6][CH:7]=[CH:8][C:2]=4[C:1]=3[O:10][C:11]=2[CH:20]=1, predict the reactants needed to synthesize it. The reactants are: [C:1]([O:10][CH3:11])(=O)[C:2]1[C:3](=[CH:5][CH:6]=[CH:7][CH:8]=1)[SH:4].[H-].[Na+].Cl[CH2:15][C:16]([C:18]1[C:23]([O:24][CH3:25])=[CH:22][C:21]([O:26][CH3:27])=[CH:20]C=1F)=[O:17].O. (2) The reactants are: [C:1]([O:5][C:6]([NH:8][CH2:9][CH2:10][C:11]([OH:13])=O)=[O:7])([CH3:4])([CH3:3])[CH3:2].[C:14]([NH:17][NH2:18])(=[O:16])[CH3:15].F[B-](F)(F)F.N1(OC(N(C)C)=[N+](C)C)C2C=CC=C[C:27]=2N=N1.C(N(C(C)C)CC)(C)C. Given the product [O:13]=[C:11]([NH:18][NH:17][C:14](=[O:16])[CH2:15][CH3:27])[CH2:10][CH2:9][NH:8][C:6](=[O:7])[O:5][C:1]([CH3:2])([CH3:3])[CH3:4], predict the reactants needed to synthesize it. (3) Given the product [O:12]1[CH2:13][CH2:14][N:9]([CH2:8][CH2:7][NH:6][C:4](=[O:5])[C:3]2[CH:15]=[CH:16][C:17]([N+:19]([O-:21])=[O:20])=[CH:18][C:2]=2[C:23]#[C:22][Si:24]([CH:25]([CH3:27])[CH3:26])([CH:31]([CH3:33])[CH3:32])[CH:28]([CH3:30])[CH3:29])[CH2:10][CH2:11]1, predict the reactants needed to synthesize it. The reactants are: Br[C:2]1[CH:18]=[C:17]([N+:19]([O-:21])=[O:20])[CH:16]=[CH:15][C:3]=1[C:4]([NH:6][CH2:7][CH2:8][N:9]1[CH2:14][CH2:13][O:12][CH2:11][CH2:10]1)=[O:5].[C:22]([Si:24]([CH:31]([CH3:33])[CH3:32])([CH:28]([CH3:30])[CH3:29])[CH:25]([CH3:27])[CH3:26])#[CH:23]. (4) Given the product [F:63][C:60]([F:61])([F:62])[C:59]([NH:58][CH2:57][C@H:54]1[N:53]([C:7]([C:5]2[N:6]=[C:2]([CH3:1])[S:3][C:4]=2[C:10]2[CH:11]=[C:12]([CH3:16])[CH:13]=[CH:14][CH:15]=2)=[O:9])[CH2:52][C@H:51]2[C@@H:55]1[CH2:56][CH:49]([CH3:48])[CH2:50]2)=[O:64], predict the reactants needed to synthesize it. The reactants are: [CH3:1][C:2]1[S:3][C:4]([C:10]2[CH:11]=[C:12]([CH3:16])[CH:13]=[CH:14][CH:15]=2)=[C:5]([C:7]([OH:9])=O)[N:6]=1.CCN(C(C)C)C(C)C.CN(C(ON1N=NC2C=CC=CC1=2)=[N+](C)C)C.[B-](F)(F)(F)F.[CH3:48][CH:49]1[CH2:56][C@H:55]2[C@H:51]([CH2:52][NH:53][C@@H:54]2[CH2:57][NH:58][C:59](=[O:64])[C:60]([F:63])([F:62])[F:61])[CH2:50]1.